This data is from Full USPTO retrosynthesis dataset with 1.9M reactions from patents (1976-2016). The task is: Predict the reactants needed to synthesize the given product. (1) The reactants are: Br[C:2]1[CH:7]=[CH:6][C:5]([F:8])=[CH:4][N:3]=1.[OH:9][CH2:10][C:11]1[CH:18]=[CH:17][C:14]([C:15]#[N:16])=[CH:13][CH:12]=1.[H-].[Na+]. Given the product [F:8][C:5]1[CH:6]=[CH:7][C:2]([O:9][CH2:10][C:11]2[CH:18]=[CH:17][C:14]([C:15]#[N:16])=[CH:13][CH:12]=2)=[N:3][CH:4]=1, predict the reactants needed to synthesize it. (2) Given the product [Br:9][C:5]1[N:6]=[C:7]([N:14]2[CH2:15][CH2:16][CH2:17][N:11]([CH3:10])[CH2:12][CH2:13]2)[C:2]([NH2:1])=[N:3][CH:4]=1, predict the reactants needed to synthesize it. The reactants are: [NH2:1][C:2]1[C:7](Br)=[N:6][C:5]([Br:9])=[CH:4][N:3]=1.[CH3:10][N:11]1[CH2:17][CH2:16][CH2:15][NH:14][CH2:13][CH2:12]1. (3) Given the product [CH3:40][O:39][C:37]([CH:34]1[CH2:33][CH2:32][CH:31]([NH:30][C:17](=[O:18])[C:16]2[CH:20]=[CH:21][C:13]([C@H:5]([C:6]3[CH:11]=[CH:10][CH:9]=[CH:8][C:7]=3[CH3:12])[CH2:4]/[C:3](=[N:2]\[OH:1])/[C:22]3[CH:27]=[CH:26][N:25]=[C:24]([CH3:28])[CH:23]=3)=[CH:14][CH:15]=2)[CH2:36][CH2:35]1)=[O:38], predict the reactants needed to synthesize it. The reactants are: [OH:1]/[N:2]=[C:3](/[C:22]1[CH:27]=[CH:26][N:25]=[C:24]([CH3:28])[CH:23]=1)\[CH2:4][C@H:5]([C:13]1[CH:21]=[CH:20][C:16]([C:17](O)=[O:18])=[CH:15][CH:14]=1)[C:6]1[CH:11]=[CH:10][CH:9]=[CH:8][C:7]=1[CH3:12].Cl.[NH2:30][C@H:31]1[CH2:36][CH2:35][C@H:34]([C:37]([O:39][CH3:40])=[O:38])[CH2:33][CH2:32]1.F[P-](F)(F)(F)(F)F.N1(O[P+](N(C)C)(N(C)C)N(C)C)C2C=CC=CC=2N=N1. (4) Given the product [Cl:13][C:10]1[CH:9]=[CH:8][C:7]([CH2:6][C:5]([CH3:15])([CH3:14])[CH2:4][NH2:1])=[CH:12][CH:11]=1, predict the reactants needed to synthesize it. The reactants are: [N:1]([CH2:4][C:5]([CH3:15])([CH3:14])[CH2:6][C:7]1[CH:12]=[CH:11][C:10]([Cl:13])=[CH:9][CH:8]=1)=[N+]=[N-].CP(C)C.O. (5) Given the product [Cl:14][C:15]1[CH:16]=[C:17]([C@H:22]([CH2:33][CH2:34][N:3]2[CH2:6][CH:5]([N:7]3[CH2:12][CH2:11][CH:10]([OH:13])[CH2:9][CH2:8]3)[CH2:4]2)[CH2:23][N:24]([CH3:32])[C:25](=[O:31])[O:26][C:27]([CH3:29])([CH3:30])[CH3:28])[CH:18]=[CH:19][C:20]=1[Cl:21], predict the reactants needed to synthesize it. The reactants are: Cl.Cl.[NH:3]1[CH2:6][CH:5]([N:7]2[CH2:12][CH2:11][CH:10]([OH:13])[CH2:9][CH2:8]2)[CH2:4]1.[Cl:14][C:15]1[CH:16]=[C:17]([C@H:22]([CH2:33][CH:34]=O)[CH2:23][N:24]([CH3:32])[C:25](=[O:31])[O:26][C:27]([CH3:30])([CH3:29])[CH3:28])[CH:18]=[CH:19][C:20]=1[Cl:21].Cl.Cl.N1CC(N2CCSCC2)C1.FC1C=CC(C(CC=O)CN(C)C(=O)OC(C)(C)C)=CC=1. (6) Given the product [CH3:13][O:12][C:3]1[CH:4]=[CH:5][C:6]([S:8]([CH3:11])(=[O:10])=[O:9])=[CH:7][C:2]=1[B:19]([OH:24])[OH:20], predict the reactants needed to synthesize it. The reactants are: Br[C:2]1[CH:7]=[C:6]([S:8]([CH3:11])(=[O:10])=[O:9])[CH:5]=[CH:4][C:3]=1[O:12][CH3:13].C([Li])(C)(C)C.[B:19](OC(C)C)([O:24]C(C)C)[O:20]C(C)C.